This data is from Forward reaction prediction with 1.9M reactions from USPTO patents (1976-2016). The task is: Predict the product of the given reaction. (1) Given the reactants [CH3:1][O:2][C:3]([CH3:5])=[CH2:4].N1C=CC=CC=1.[F:12][C:13]([F:24])([F:23])[C:14](O[C:14](=[O:15])[C:13]([F:24])([F:23])[F:12])=[O:15], predict the reaction product. The product is: [CH3:1][O:2][C:3]([CH3:5])=[CH:4][C:14](=[O:15])[C:13]([F:24])([F:23])[F:12]. (2) Given the reactants [Cl:1][C:2]1[CH:3]=[C:4]([CH:7]=[CH:8][C:9]=1[O:10][CH2:11][C:12]([N:14]1[CH2:19][CH2:18][C:17]2[N:20]=[C:21]3[S:25][C:24]([CH3:26])=[N:23][N:22]3[C:16]=2[CH:15]1[C:27]1[CH:32]=[CH:31][C:30]([Cl:33])=[CH:29][C:28]=1[F:34])=[O:13])[C:5]#[N:6].C([O-])([O-])=[O:36].[K+].[K+].OO, predict the reaction product. The product is: [Cl:1][C:2]1[CH:3]=[C:4]([CH:7]=[CH:8][C:9]=1[O:10][CH2:11][C:12]([N:14]1[CH2:19][CH2:18][C:17]2[N:20]=[C:21]3[S:25][C:24]([CH3:26])=[N:23][N:22]3[C:16]=2[CH:15]1[C:27]1[CH:32]=[CH:31][C:30]([Cl:33])=[CH:29][C:28]=1[F:34])=[O:13])[C:5]([NH2:6])=[O:36].